Task: Predict the reaction yield, written as a fraction of the theoretical maximum amount of product (1.0 means a 100% yield; for example, 0.34 means a 34% yield).. Dataset: Reaction yield outcomes from USPTO patents with 853,638 reactions The reactants are [NH2:1][C:2]1[N:7]=[CH:6][C:5]([C:8]2[CH:9]=[N:10][N:11]([C:13]([CH3:18])([CH3:17])[C:14](O)=[O:15])[CH:12]=2)=[CH:4][C:3]=1[O:19][CH:20]([C:22]1[C:27]([Cl:28])=[CH:26][CH:25]=[C:24]([F:29])[C:23]=1[Cl:30])[CH3:21].C1C=CC2N(O)N=NC=2C=1.C(Cl)CCl.[CH3:45][N:46]([CH3:51])[CH2:47][CH2:48][CH2:49][NH2:50]. The catalyst is CN(C=O)C. The product is [NH2:1][C:2]1[N:7]=[CH:6][C:5]([C:8]2[CH:9]=[N:10][N:11]([C:13]([CH3:18])([CH3:17])[C:14]([NH:50][CH2:49][CH2:48][CH2:47][N:46]([CH3:51])[CH3:45])=[O:15])[CH:12]=2)=[CH:4][C:3]=1[O:19][CH:20]([C:22]1[C:27]([Cl:28])=[CH:26][CH:25]=[C:24]([F:29])[C:23]=1[Cl:30])[CH3:21]. The yield is 0.140.